From a dataset of NCI-60 drug combinations with 297,098 pairs across 59 cell lines. Regression. Given two drug SMILES strings and cell line genomic features, predict the synergy score measuring deviation from expected non-interaction effect. (1) Drug 1: CC(C)(C#N)C1=CC(=CC(=C1)CN2C=NC=N2)C(C)(C)C#N. Drug 2: N.N.Cl[Pt+2]Cl. Cell line: SNB-19. Synergy scores: CSS=35.6, Synergy_ZIP=-2.81, Synergy_Bliss=-4.42, Synergy_Loewe=-4.68, Synergy_HSA=-4.84. (2) Drug 1: COC1=NC(=NC2=C1N=CN2C3C(C(C(O3)CO)O)O)N. Drug 2: CCCCCOC(=O)NC1=NC(=O)N(C=C1F)C2C(C(C(O2)C)O)O. Synergy scores: CSS=-1.19, Synergy_ZIP=-4.19, Synergy_Bliss=-9.25, Synergy_Loewe=-7.10, Synergy_HSA=-6.85. Cell line: BT-549.